From a dataset of Catalyst prediction with 721,799 reactions and 888 catalyst types from USPTO. Predict which catalyst facilitates the given reaction. Reactant: [O-][CH2:2]C.[Na+].[NH:5]([CH2:7][CH2:8][OH:9])[NH2:6].Cl[CH2:11][C:12]#[N:13]. Product: [NH2:13][C:12]1[CH:11]=[CH:2][N:5]([CH2:7][CH2:8][OH:9])[N:6]=1. The catalyst class is: 8.